Dataset: Forward reaction prediction with 1.9M reactions from USPTO patents (1976-2016). Task: Predict the product of the given reaction. (1) Given the reactants Cl[C:2]1[N:3]=[C:4]([N:22]2[CH2:27][CH2:26][O:25][CH2:24][CH2:23]2)[C:5]2[S:10][C:9]([CH2:11][N:12]3[CH2:17][CH2:16][N:15]([S:18]([CH3:21])(=[O:20])=[O:19])[CH2:14][CH2:13]3)=[CH:8][C:6]=2[N:7]=1.CC1(C)COB([C:35]2[CH:36]=[CH:37][C:38]([N:41](C)[C:42](=O)OC(C)(C)C)=[N:39][CH:40]=2)OC1, predict the reaction product. The product is: [CH3:42][NH:41][C:38]1[CH:37]=[CH:36][C:35]([C:2]2[N:3]=[C:4]([N:22]3[CH2:27][CH2:26][O:25][CH2:24][CH2:23]3)[C:5]3[S:10][C:9]([CH2:11][N:12]4[CH2:17][CH2:16][N:15]([S:18]([CH3:21])(=[O:20])=[O:19])[CH2:14][CH2:13]4)=[CH:8][C:6]=3[N:7]=2)=[CH:40][N:39]=1. (2) Given the reactants Cl[C:2]1[C:7]([CH2:8][CH:9]=O)=[C:6]([Cl:11])[N:5]=[CH:4][N:3]=1.[NH2:12][C@@H:13]([CH3:16])[CH2:14][OH:15], predict the reaction product. The product is: [Cl:11][C:6]1[C:7]2[CH:8]=[CH:9][N:12]([C@@H:13]([CH3:16])[CH2:14][OH:15])[C:2]=2[N:3]=[CH:4][N:5]=1. (3) Given the reactants C([Si](C)(C)[O:6][CH:7]([CH2:24][C:25]1[CH:30]=[CH:29][CH:28]=[C:27]([F:31])[CH:26]=1)[CH2:8][CH2:9][CH:10]1[CH2:14][CH2:13][C:12](=[O:15])[N:11]1[CH2:16][CH2:17][CH2:18][CH2:19][CH2:20][CH2:21][C:22]#[N:23])(C)(C)C.CCCC[N+](CCCC)(CCCC)CCCC.[F-], predict the reaction product. The product is: [F:31][C:27]1[CH:26]=[C:25]([CH2:24][CH:7]([OH:6])[CH2:8][CH2:9][CH:10]2[CH2:14][CH2:13][C:12](=[O:15])[N:11]2[CH2:16][CH2:17][CH2:18][CH2:19][CH2:20][CH2:21][C:22]#[N:23])[CH:30]=[CH:29][CH:28]=1. (4) Given the reactants CN(C)[CH:3]=[C:4]1[CH2:9][CH2:8][CH2:7][CH:6]([OH:10])[C:5]1=O.[N+]([O-])(O)=O.[N+]([O-])(O)=O.[CH3:21][O:22][C:23]1[CH:24]=[C:25]([NH:35][C:36]([NH2:38])=[NH:37])[CH:26]=[CH:27][C:28]=1[N:29]1[CH:33]=[C:32]([CH3:34])[N:31]=[CH:30]1, predict the reaction product. The product is: [CH3:21][O:22][C:23]1[CH:24]=[C:25]([NH:35][C:36]2[N:38]=[CH:3][C:4]3[CH2:9][CH2:8][CH2:7][CH:6]([OH:10])[C:5]=3[N:37]=2)[CH:26]=[CH:27][C:28]=1[N:29]1[CH:33]=[C:32]([CH3:34])[N:31]=[CH:30]1. (5) Given the reactants [CH3:1][N:2]([CH3:5])[CH:3]=[O:4].CN1[C:11](=[O:12])[CH2:10][S:9]C1=O.P(Cl)(Cl)([Cl:16])=O, predict the reaction product. The product is: [Cl:16][C:1]1[N:2]([CH3:5])[C:3](=[O:4])[S:9][C:10]=1[CH:11]=[O:12]. (6) Given the reactants [F:1][C:2]1[C:3]([NH:12][C:13]2[CH:18]=[CH:17][C:16]([I:19])=[CH:15][C:14]=2[F:20])=[C:4]([CH:8]=[CH:9][C:10]=1[F:11])[C:5](O)=[O:6].N1C=CC=CC=1.N1C(F)=NC(F)=NC=1[F:29], predict the reaction product. The product is: [F:1][C:2]1[C:3]([NH:12][C:13]2[CH:18]=[CH:17][C:16]([I:19])=[CH:15][C:14]=2[F:20])=[C:4]([CH:8]=[CH:9][C:10]=1[F:11])[C:5]([F:29])=[O:6].